This data is from Peptide-MHC class I binding affinity with 185,985 pairs from IEDB/IMGT. The task is: Regression. Given a peptide amino acid sequence and an MHC pseudo amino acid sequence, predict their binding affinity value. This is MHC class I binding data. (1) The binding affinity (normalized) is 0.149. The MHC is Patr-A0301 with pseudo-sequence Patr-A0301. The peptide sequence is SCLHQSPVR. (2) The peptide sequence is NSPVFNYNK. The MHC is HLA-A11:01 with pseudo-sequence HLA-A11:01. The binding affinity (normalized) is 0.561. (3) The peptide sequence is ITTMDGDKL. The MHC is HLA-A02:01 with pseudo-sequence HLA-A02:01. The binding affinity (normalized) is 0.111. (4) The peptide sequence is KRFLNGAKY. The MHC is HLA-B08:03 with pseudo-sequence HLA-B08:03. The binding affinity (normalized) is 0.0847.